From a dataset of Full USPTO retrosynthesis dataset with 1.9M reactions from patents (1976-2016). Predict the reactants needed to synthesize the given product. (1) Given the product [F:1][C:2]1[CH:7]=[C:6]([F:8])[CH:5]=[CH:4][C:3]=1[C@:9]12[CH2:10][O:11][CH2:12][CH2:13][C@H:14]1[CH2:15][S:19][C:18]([NH2:20])=[N:17]2, predict the reactants needed to synthesize it. The reactants are: [F:1][C:2]1[CH:7]=[C:6]([F:8])[CH:5]=[CH:4][C:3]=1[C@@:9]1([NH:17][C:18]([NH:20]C(=O)OCC2C3C=CC=CC=3C3C2=CC=CC=3)=[S:19])[C@H:14]([CH2:15]O)[CH2:13][CH2:12][O:11][CH2:10]1.Cl. (2) Given the product [Cl:27][C:26]1[CH:25]=[C:24]([CH3:28])[CH:23]=[C:22]([Cl:29])[C:21]=1[O:20][CH2:19][CH2:18][O:17][C:14]1[CH:15]=[CH:16][C:11]([CH2:10][CH:9]([C:30]2[CH:35]=[CH:34][C:33]([C:53]3[C:54]([CH2:59][CH2:60][CH2:61][O:62][CH3:63])=[N:55][CH:56]=[CH:57][CH:58]=3)=[CH:32][C:31]=2[CH3:45])[CH2:8][NH:7][C:6](=[O:46])[O:5][C:1]([CH3:2])([CH3:3])[CH3:4])=[CH:12][CH:13]=1, predict the reactants needed to synthesize it. The reactants are: [C:1]([O:5][C:6](=[O:46])[NH:7][CH2:8][CH:9]([C:30]1[CH:35]=[CH:34][C:33](B2OC(C)(C)C(C)(C)O2)=[CH:32][C:31]=1[CH3:45])[CH2:10][C:11]1[CH:16]=[CH:15][C:14]([O:17][CH2:18][CH2:19][O:20][C:21]2[C:26]([Cl:27])=[CH:25][C:24]([CH3:28])=[CH:23][C:22]=2[Cl:29])=[CH:13][CH:12]=1)([CH3:4])([CH3:3])[CH3:2].FC(F)(F)S(O[C:53]1[C:54]([CH2:59][CH2:60][CH2:61][O:62][CH3:63])=[N:55][CH:56]=[CH:57][CH:58]=1)(=O)=O. (3) Given the product [F:1][C:2]([F:10])([F:11])[C:3]1[CH:4]=[C:5]([NH:6][N:12]=[C:18]([C:17](=[O:22])[CH3:16])[C:19](=[O:21])[CH3:20])[CH:7]=[CH:8][CH:9]=1, predict the reactants needed to synthesize it. The reactants are: [F:1][C:2]([F:11])([F:10])[C:3]1[CH:4]=[C:5]([CH:7]=[CH:8][CH:9]=1)[NH2:6].[N:12]([O-])=O.[Na+].[CH3:16][C:17](=[O:22])[CH2:18][C:19](=[O:21])[CH3:20].C([O-])(=O)C.[Na+].